This data is from Experimentally validated miRNA-target interactions with 360,000+ pairs, plus equal number of negative samples. The task is: Binary Classification. Given a miRNA mature sequence and a target amino acid sequence, predict their likelihood of interaction. (1) The miRNA is hsa-miR-1204 with sequence UCGUGGCCUGGUCUCCAUUAU. The protein sequence of the target gene is MGGAARDRGRKDAALPGAGLPPQQRRLGDGVYDTFMMIDETKGPPYSDTFSNPSEAPVSRRLNITTEPLTRGHTQHFVNGSEMKVEQLFQEFGNRRSNTLQSDGISNSEKSSPASQGKSSESLSAVKCNLSSRPSKVLPLTPEQALKQYKHHLTAYEKLEIVSYPEIYFVGPNAKKRQGVIGGPNNGGYDDADGAYIHVPRDHLAYRYEVLKIIGKGSFGQVARVYDHKLRQYVALKMVRNEKRFHRQAAEEIRILEHLKKQDKTGSMNVIHMLESFTFRNHVCMAFELLSIDLYELIKK.... Result: 0 (no interaction). (2) The miRNA is hsa-miR-6834-3p with sequence UAUGUCCCAUCCCUCCAUCA. The protein sequence of the target gene is MATRRLGVGETLGALNAALGPGGPVWIKETRTRHLRSRDFLAPHRALQARFDDGQVPEHLLHALACLQGPGVAPVLRCAPTPAGLSLQLQRSAVFERVLSAVAAYATPASPASLGQRVLLHCPALRSSPCALRLSQLRTVLVADHLARALRAHGVCVRLVPAVRDPHMLTFLQQLRVDWPAASERASSHTLRSHALEELTSANDGRTLSPGILGRLCLKELVEEQGRTAGYDPNLDNCLVTEDLLSVLAELQEALWHWPEDSHPGLAGASDTGTGGCLVVHVVSCEEEFQQQKLDLLWQK.... Result: 0 (no interaction). (3) The miRNA is hsa-miR-20a-5p with sequence UAAAGUGCUUAUAGUGCAGGUAG. The protein sequence of the target gene is MMKLKSNQTRTYDGDGYKKRAACLCFRSESEEEVLLVSSSRHPDRWIVPGGGMEPEEEPSVAAVREVCEEAGVKGTLGRLVGIFENQERKHRTYVYVLIVTEVLEDWEDSVNIGRKREWFKIEDAIKVLQYHKPVQASYFETLRQGYSANNGTPVVATTYSVSAQSSMSGIR. Result: 1 (interaction). (4) The miRNA is hsa-miR-4664-5p with sequence UGGGGUGCCCACUCCGCAAGUU. The protein sequence of the target gene is MAAPEAEVLSSAAVPDLEWYEKSEETHASQIELLETSSTQEPLNASEAFCPRDCMVPVVFPGPVSQEGCCQFTCELLKHIMYQRQQLPLPYEQLKHFYRKPSPQAEEMLKKKPRATTEVSSRKCQQALAELESVLSHLEDFFARTLVPRVLILLGGNALSPKEFYELDLSLLAPYSVDQSLSTAACLRRLFRAIFMADAFSELQAPPLMGTVVMAQGHRNCGEDWFRPKLNYRVPSRGHKLTVTLSCGRPSIRTTAWEDYIWFQAPVTFKGFRE. Result: 0 (no interaction). (5) The miRNA is mmu-miR-99a-5p with sequence AACCCGUAGAUCCGAUCUUGUG. The protein sequence of the target gene is MARPGMERWRDRLALVTGASGGIGAAVARALVQQGLKVVGCARTVGNIEELAAECKSAGYPGTLIPYRCDLSNEEDILSMFSAIRSQHSGVDICINNAGLARPDTLLSGSTSGWKDMFNVNVLALSICTREAYQSMKERNVDDGHIININSMSGHRVLPLSVTHFYSATKYAVTALTEGLRQELREAQTHIRATCISPGVVETQFAFKLHDKDPEKAAATYEQMKCLKPEDVAEAVIYVLSTPAHIQIGDIQMRPTEQVT. Result: 0 (no interaction). (6) The miRNA is hsa-miR-4520-5p with sequence CCUGCGUGUUUUCUGUCCAA. The protein sequence of the target gene is MNEEYDVIVLGTGLTECILSGIMSVNGKKVLHMDQNPYYGGESASITPLEDLYKRFKLPGQPPASMGRGRDWNVDLIPKFLMANGQLVKMLLFTEVTRYMDFKVIEGSFVYKGGKIYKVPSTEAEALASSLMGLFEKRRFRKFLVYVANFDEKDPRTFEGVDPKKTSMRDVYKKFDLGQDVIDFTGHSLALYRTDDYLDQPCCETINRIKLYSESLARYGKSPYLYPLYGLGELPQGFARLSAIYGGTYMLNKPIEEIIVQNGKVVGVKSEGEIARCKQLICDPSYVKDRVEKVGQVIRV.... Result: 0 (no interaction). (7) The miRNA is hsa-miR-4770 with sequence UGAGAUGACACUGUAGCU. The protein sequence of the target gene is MAGHLASDFAFSPPPGGGDGSAGLEPGWVDPRTWLSFQGPPGGPGIGPGSEVLGISPCPPAYEFCGGMAYCGPQVGLGLVPQVGVETLQPEGQAGARVESNSEGTSSEPCADRPNAVKLEKVEPTPEESQDMKALQKELEQFAKLLKQKRITLGYTQADVGLTLGVLFGKVFSQTTICRFEALQLSLKNMCKLRPLLEKWVEEADNNENLQEICKSETLVQARKRKRTSIENRVRWSLETMFLKCPKPSLQQITHIANQLGLEKDVVRVWFCNRRQKGKRSSIEYSQREEYEATGTPFPG.... Result: 0 (no interaction). (8) The miRNA is hsa-miR-2682-3p with sequence CGCCUCUUCAGCGCUGUCUUCC. The protein sequence of the target gene is MAGFLDNFRWPECECIDWSERRNTVASVVAGILFFTGWWIMIDAAVVYPKPEQLNHAFHTCGVFSTLAFFMINAVSNAQVRGDSYESGCLGRTGARVWLFIGFMLMFGSLIASMWILFGAYVTQNIDVYPGLAVFFQNALIFFSTLIYKFGRTEELWA. Result: 0 (no interaction). (9) The miRNA is hsa-miR-7157-5p with sequence UCAGCAUUCAUUGGCACCAGAGA. The protein sequence of the target gene is MASPSRQPPPGGSGLLQGSRARSYGSLVQSACSPVRERRLEHQLEPGDTLAGLALKYGVTMEQIKRANRLYTNDSIFLKKTLYIPILTEPRDLFNGLDSEEEKDGEEKVHPSNSEVWPHSTERKKQETGAGRANGEVLPTPGQETPTPIHDLSASDFLKKLDSQISLSKKAAAQKLKKGENGVPGEDAGLHLSSPWMQQRAVLGPVPLTRTSRTRTLRDQEDEIFKL. Result: 0 (no interaction).